This data is from Forward reaction prediction with 1.9M reactions from USPTO patents (1976-2016). The task is: Predict the product of the given reaction. (1) The product is: [CH3:1][O:2][C:3]1[CH:12]=[C:11]2[C:6]([CH:7]=[C:8]([CH2:18][C:17]([OH:20])=[O:19])[C:9]([CH3:13])=[N:10]2)=[CH:5][CH:4]=1. Given the reactants [CH3:1][O:2][C:3]1[CH:12]=[C:11]2[C:6]([CH:7]=[C:8](CC#N)[C:9]([CH3:13])=[N:10]2)=[CH:5][CH:4]=1.[C:17]([OH:20])(=[O:19])[CH3:18].S(=O)(=O)(O)O.O1CCOCC1, predict the reaction product. (2) Given the reactants CS(O[CH2:6][C@@H:7]1[O:11][C:10](=[O:12])[N:9]([C:13]2[CH:22]=[C:21]3[C:16]([CH:17]=[C:18]([C:24]4[CH:29]=[CH:28][CH:27]=[CH:26][C:25]=4[C:30]([F:33])([F:32])[F:31])[NH:19][C:20]3=[O:23])=[CH:15][CH:14]=2)[CH2:8]1)(=O)=O.[NH:34]1[CH2:39][CH2:38][CH2:37][CH2:36][CH2:35]1, predict the reaction product. The product is: [O:12]=[C:10]1[N:9]([C:13]2[CH:22]=[C:21]3[C:16]([CH:17]=[C:18]([C:24]4[CH:29]=[CH:28][CH:27]=[CH:26][C:25]=4[C:30]([F:31])([F:33])[F:32])[NH:19][C:20]3=[O:23])=[CH:15][CH:14]=2)[CH2:8][C@H:7]([CH2:6][N:34]2[CH2:39][CH2:38][CH2:37][CH2:36][CH2:35]2)[O:11]1. (3) Given the reactants [H-].[Na+].[F:3][C:4]([F:37])([F:36])[C:5]1[CH:6]=[C:7]([C:11]2[CH:12]=[C:13]([C:32]([O:34][CH3:35])=[O:33])[C:14]3[NH:15][C:16]4[CH:17]=[C:18]([O:24][S:25]([C:28]([F:31])([F:30])[F:29])(=[O:27])=[O:26])[CH:19]=[CH:20][C:21]=4[C:22]=3[N:23]=2)[CH:8]=[CH:9][CH:10]=1.Br[CH2:39][C:40]1[CH:45]=[CH:44][C:43]([O:46][CH3:47])=[CH:42][CH:41]=1, predict the reaction product. The product is: [CH3:47][O:46][C:43]1[CH:44]=[CH:45][C:40]([CH2:39][N:15]2[C:16]3[CH:17]=[C:18]([O:24][S:25]([C:28]([F:31])([F:30])[F:29])(=[O:27])=[O:26])[CH:19]=[CH:20][C:21]=3[C:22]3[N:23]=[C:11]([C:7]4[CH:8]=[CH:9][CH:10]=[C:5]([C:4]([F:3])([F:36])[F:37])[CH:6]=4)[CH:12]=[C:13]([C:32]([O:34][CH3:35])=[O:33])[C:14]2=3)=[CH:41][CH:42]=1. (4) Given the reactants C([O:5][C:6](=[O:35])[CH2:7][N:8]1[C:12]2[CH:13]=[CH:14][C:15]([N:17]([CH2:25][C:26]3[CH:31]=[CH:30][CH:29]=[CH:28][CH:27]=3)[C:18]([C:20]3[S:21][CH:22]=[CH:23][CH:24]=3)=[O:19])=[CH:16][C:11]=2[N:10]=[C:9]1[CH2:32][CH2:33][CH3:34])(C)(C)C.C(O)(C(F)(F)F)=O, predict the reaction product. The product is: [CH2:25]([N:17]([C:18]([C:20]1[S:21][CH:22]=[CH:23][CH:24]=1)=[O:19])[C:15]1[CH:14]=[CH:13][C:12]2[N:8]([CH2:7][C:6]([OH:35])=[O:5])[C:9]([CH2:32][CH2:33][CH3:34])=[N:10][C:11]=2[CH:16]=1)[C:26]1[CH:27]=[CH:28][CH:29]=[CH:30][CH:31]=1. (5) Given the reactants [C:1]([O:5][C:6](=[O:20])[C:7]([S:10][C:11]1[S:12][CH:13]=[C:14]([CH2:16][CH2:17][CH2:18][NH2:19])[N:15]=1)([CH3:9])[CH3:8])([CH3:4])([CH3:3])[CH3:2].[Br:21][C:22]1[CH:23]=[N:24][C:25](Cl)=[N:26][CH:27]=1.C(N(C(C)C)CC)(C)C.O, predict the reaction product. The product is: [C:1]([O:5][C:6](=[O:20])[C:7]([S:10][C:11]1[S:12][CH:13]=[C:14]([CH2:16][CH2:17][CH2:18][NH:19][C:25]2[N:26]=[CH:27][C:22]([Br:21])=[CH:23][N:24]=2)[N:15]=1)([CH3:9])[CH3:8])([CH3:2])([CH3:4])[CH3:3]. (6) Given the reactants [CH2:1]([O:3][C:4]([CH:6]1[CH2:9][CH:8]([CH2:10][NH2:11])[CH2:7]1)=[O:5])[CH3:2].[C:12](=O)([O-])[OH:13].[Na+].ClC(Cl)(OC(=O)OC(Cl)(Cl)Cl)Cl, predict the reaction product. The product is: [CH2:1]([O:3][C:4]([C@H:6]1[CH2:7][C@H:8]([CH2:10][N:11]=[C:12]=[O:13])[CH2:9]1)=[O:5])[CH3:2]. (7) Given the reactants [Cl:1][C:2]1[CH:7]=[CH:6][C:5]([C:8]2[CH:9]=[N:10][CH:11]=[C:12]3[C:17]=2[N:16]=[C:15]([C:18]([OH:20])=O)[CH:14]=[CH:13]3)=[CH:4][CH:3]=1.C(N(CC)C(C)C)(C)C.F[P-](F)(F)(F)(F)F.N1(OC(N(C)C)=[N+](C)C)C2N=CC=CC=2N=N1.[N:54]1([NH2:60])[CH2:59][CH2:58][CH2:57][CH2:56][CH2:55]1, predict the reaction product. The product is: [Cl:1][C:2]1[CH:3]=[CH:4][C:5]([C:8]2[CH:9]=[N:10][CH:11]=[C:12]3[C:17]=2[N:16]=[C:15]([C:18]([NH:60][N:54]2[CH2:59][CH2:58][CH2:57][CH2:56][CH2:55]2)=[O:20])[CH:14]=[CH:13]3)=[CH:6][CH:7]=1. (8) Given the reactants Br[C:2]1[CH:19]=[CH:18][C:5]2[NH:6][CH:7]([C:10]3[C:15]([F:16])=[CH:14][CH:13]=[CH:12][C:11]=3[F:17])[CH2:8][O:9][C:4]=2[CH:3]=1.C([O-])([O-])=O.[K+].[K+].[CH3:26][C:27]1[CH:32]=[C:31]([C:33]([F:36])([F:35])[F:34])[CH:30]=[CH:29][C:28]=1B(O)O, predict the reaction product. The product is: [F:17][C:11]1[CH:12]=[CH:13][CH:14]=[C:15]([F:16])[C:10]=1[CH:7]1[NH:6][C:5]2[CH:18]=[CH:19][C:2]([C:28]3[CH:29]=[CH:30][C:31]([C:33]([F:34])([F:36])[F:35])=[CH:32][C:27]=3[CH3:26])=[CH:3][C:4]=2[O:9][CH2:8]1. (9) Given the reactants [CH2:1]([NH2:7])[CH:2]([OH:6])[C:3]([OH:5])=[O:4].[C:8](O[C:8]([O:10][C:11]([CH3:14])([CH3:13])[CH3:12])=[O:9])([O:10][C:11]([CH3:14])([CH3:13])[CH3:12])=[O:9].[OH-].[Na+].Cl, predict the reaction product. The product is: [C:11]([O:10][C:8]([NH:7][CH2:1][CH:2]([OH:6])[C:3]([OH:5])=[O:4])=[O:9])([CH3:14])([CH3:13])[CH3:12]. (10) The product is: [C:20]1([C:28]2[CH:29]=[CH:30][CH:31]=[CH:32][CH:33]=2)[CH:25]=[CH:24][CH:23]=[CH:22][C:21]=1[CH2:26][N:17]1[CH2:18][CH2:19][N:14]([C:9]2[CH:10]=[CH:11][CH:12]=[CH:13][C:8]=2[O:1][C:2]2[CH:7]=[CH:6][CH:5]=[CH:4][CH:3]=2)[CH2:15][CH2:16]1. Given the reactants [O:1]([C:8]1[CH:13]=[CH:12][CH:11]=[CH:10][C:9]=1[N:14]1[CH2:19][CH2:18][NH:17][CH2:16][CH2:15]1)[C:2]1[CH:7]=[CH:6][CH:5]=[CH:4][CH:3]=1.[C:20]1([C:28]2[CH:33]=[CH:32][CH:31]=[CH:30][CH:29]=2)[C:21]([CH:26]=O)=[CH:22][CH:23]=[CH:24][CH:25]=1.[BH-](OC(C)=O)(OC(C)=O)OC(C)=O.[Na+].C1(C2C=CC=CC=2)C=CC=CC=1CN1CCN(C2C=CC=CC=2)CC1, predict the reaction product.